Task: Predict which catalyst facilitates the given reaction.. Dataset: Catalyst prediction with 721,799 reactions and 888 catalyst types from USPTO Reactant: C[O:2][C:3](=O)[CH2:4][C:5]([CH2:9][CH3:10])([CH3:8])[CH2:6][CH3:7].[H-].[H-].[H-].[H-].[Li+].[Al+3]. Product: [CH2:6]([C:5]([CH3:8])([CH2:9][CH3:10])[CH2:4][CH2:3][OH:2])[CH3:7]. The catalyst class is: 7.